Dataset: Forward reaction prediction with 1.9M reactions from USPTO patents (1976-2016). Task: Predict the product of the given reaction. (1) Given the reactants [C:1]1([S:7]([C:10]2[C:11]([CH:16]=O)=[N:12][CH:13]=[CH:14][CH:15]=2)(=[O:9])=[O:8])[CH:6]=[CH:5][CH:4]=[CH:3][CH:2]=1.[CH3:18][O:19][C:20](=[O:33])[CH2:21][N:22]1[C:30]2[C:25](=[CH:26][C:27]([F:31])=[CH:28][CH:29]=2)[CH:24]=[C:23]1[CH3:32], predict the reaction product. The product is: [CH3:18][O:19][C:20](=[O:33])[CH2:21][N:22]1[C:30]2[C:25](=[CH:26][C:27]([F:31])=[CH:28][CH:29]=2)[C:24]([CH2:16][C:11]2[C:10]([S:7]([C:1]3[CH:2]=[CH:3][CH:4]=[CH:5][CH:6]=3)(=[O:8])=[O:9])=[CH:15][CH:14]=[CH:13][N:12]=2)=[C:23]1[CH3:32]. (2) Given the reactants [CH3:1][N:2]1[CH:6]=[CH:5][CH:4]=[C:3]1[C:7]([OH:9])=O.S(Cl)([Cl:12])=O, predict the reaction product. The product is: [CH3:1][N:2]1[CH:6]=[CH:5][CH:4]=[C:3]1[C:7]([Cl:12])=[O:9]. (3) Given the reactants [OH-].[Na+].[C:3]([C:11]1[CH:12]=[N:13][C:14]2[C:19]([C:20]=1[C:21]1[CH:22]=[C:23]([CH:42]=[CH:43][CH:44]=1)[O:24][CH2:25][C:26]1[CH:41]=[CH:40][C:29]([CH2:30][N:31]3[CH:35]=[CH:34][CH:33]=[C:32]3[C:36]([O:38]C)=[O:37])=[CH:28][CH:27]=1)=[CH:18][CH:17]=[CH:16][C:15]=2[C:45]([F:48])([F:47])[F:46])(=[O:10])[C:4]1[CH:9]=[CH:8][CH:7]=[CH:6][CH:5]=1, predict the reaction product. The product is: [C:3]([C:11]1[CH:12]=[N:13][C:14]2[C:19]([C:20]=1[C:21]1[CH:22]=[C:23]([CH:42]=[CH:43][CH:44]=1)[O:24][CH2:25][C:26]1[CH:41]=[CH:40][C:29]([CH2:30][N:31]3[CH:35]=[CH:34][CH:33]=[C:32]3[C:36]([OH:38])=[O:37])=[CH:28][CH:27]=1)=[CH:18][CH:17]=[CH:16][C:15]=2[C:45]([F:47])([F:46])[F:48])(=[O:10])[C:4]1[CH:5]=[CH:6][CH:7]=[CH:8][CH:9]=1. (4) Given the reactants [H-].[Na+].CO[C:5]([CH:7]1[CH2:13][CH2:12][C:9]2([CH2:11][CH2:10]2)O1)=[O:6].[F:14][C:15]1[CH:22]=[CH:21][C:18]([CH2:19]Br)=[CH:17][CH:16]=1.O, predict the reaction product. The product is: [F:14][C:15]1[CH:22]=[CH:21][C:18]([CH2:19][CH:7]2[CH2:13][CH2:12][C:9]3([CH2:11][CH2:10]3)[C:5]2=[O:6])=[CH:17][CH:16]=1. (5) Given the reactants [F:1][C:2]1[CH:7]=[CH:6][C:5]([C:8]([F:11])([F:10])[F:9])=[CH:4][C:3]=1[C:12]1[CH:16]=[C:15]([C:17]2[CH:26]=[CH:25][C:24]3[C:19](=[CH:20][CH:21]=[C:22]([O:27][CH3:28])[CH:23]=3)[CH:18]=2)[N:14]([C@H:29]([C:31]2[CH:39]=[CH:38][C:34]([C:35]([OH:37])=O)=[CH:33][CH:32]=2)[CH3:30])[N:13]=1.Cl.[C:41]([O:45][C:46](=[O:50])[CH2:47][CH2:48][NH2:49])([CH3:44])([CH3:43])[CH3:42].CCN(C(C)C)C(C)C.C1CN([P+](ON2N=NC3C=CC=CC2=3)(N2CCCC2)N2CCCC2)CC1.F[P-](F)(F)(F)(F)F, predict the reaction product. The product is: [F:1][C:2]1[CH:7]=[CH:6][C:5]([C:8]([F:10])([F:9])[F:11])=[CH:4][C:3]=1[C:12]1[CH:16]=[C:15]([C:17]2[CH:26]=[CH:25][C:24]3[C:19](=[CH:20][CH:21]=[C:22]([O:27][CH3:28])[CH:23]=3)[CH:18]=2)[N:14]([C@H:29]([C:31]2[CH:32]=[CH:33][C:34]([C:35]([NH:49][CH2:48][CH2:47][C:46]([O:45][C:41]([CH3:44])([CH3:43])[CH3:42])=[O:50])=[O:37])=[CH:38][CH:39]=2)[CH3:30])[N:13]=1. (6) Given the reactants [C:1]([O:5][C:6](=[O:43])[C@@H:7](C1C=CN(C2C=CC(C3C=CC=CC=3)=CC=2)C=1)CC(NN1[C@@H](CC2C=CC=CC=2)COC1(C)C)=O)([CH3:4])([CH3:3])[CH3:2].[CH3:44][C:45]([CH3:73])([CH3:72])[C@H:46]([NH:51][C:52](=[O:71])[CH2:53][C:54]1[O:58][C:57]([C:59]2[CH:64]=[CH:63][C:62]([C:65]3[CH:70]=[CH:69][CH:68]=[CH:67][CH:66]=3)=[CH:61][CH:60]=2)=[CH:56][CH:55]=1)[C:47](=[O:50])[NH:48][CH3:49].C([Li])CCC, predict the reaction product. The product is: [C:1]([O:5][C:6](=[O:43])[CH2:7][CH:53]([C:54]1[O:58][C:57]([C:59]2[CH:60]=[CH:61][C:62]([C:65]3[CH:70]=[CH:69][CH:68]=[CH:67][CH:66]=3)=[CH:63][CH:64]=2)=[CH:56][CH:55]=1)[C:52]([NH:51][C@H:46]([C:47](=[O:50])[NH:48][CH3:49])[C:45]([CH3:73])([CH3:72])[CH3:44])=[O:71])([CH3:4])([CH3:3])[CH3:2]. (7) Given the reactants [O:1]1[CH2:5][CH2:4][C@@H:3]([OH:6])[CH2:2]1.[C:7](Cl)([Cl:9])=[O:8].C1(C)C=CC=CC=1, predict the reaction product. The product is: [Cl:9][C:7]([O:6][C@@H:3]1[CH2:4][CH2:5][O:1][CH2:2]1)=[O:8].